From a dataset of Forward reaction prediction with 1.9M reactions from USPTO patents (1976-2016). Predict the product of the given reaction. (1) Given the reactants [Cl-].[O:2]=[C:3]1[C:7]2[CH:8]=[CH:9][C:10]([O:12][CH:13]3[CH2:18][CH2:17][NH2+:16][CH2:15][CH2:14]3)=[CH:11][C:6]=2[CH2:5][O:4]1.[C:19]([C:21]1[CH:26]=[CH:25][C:24]([CH2:27][CH2:28][C:29](O)=[O:30])=[CH:23][C:22]=1[F:32])#[N:20], predict the reaction product. The product is: [F:32][C:22]1[CH:23]=[C:24]([CH2:27][CH2:28][C:29](=[O:30])[N:16]2[CH2:17][CH2:18][CH:13]([O:12][C:10]3[CH:9]=[CH:8][C:7]4[C:3](=[O:2])[O:4][CH2:5][C:6]=4[CH:11]=3)[CH2:14][CH2:15]2)[CH:25]=[CH:26][C:21]=1[C:19]#[N:20]. (2) Given the reactants [CH3:1][C@@H:2]([C@H:5]([O:13][Si:14]([C:17]([CH3:20])([CH3:19])[CH3:18])([CH3:16])[CH3:15])[C@@H:6]([CH3:12])[C@H:7]([OH:11])[CH:8]=[CH:9][CH3:10])[CH2:3][OH:4].ClC(Cl)(Cl)C(=N)O[CH2:25][C:26]1[CH:31]=[CH:30][C:29]([O:32][CH3:33])=[CH:28][CH:27]=1.C1(C)C=CC(S([O-])(=O)=O)=CC=1.[NH+]1C=CC=CC=1, predict the reaction product. The product is: [CH3:33][O:32][C:29]1[CH:30]=[CH:31][C:26]([CH2:25][O:4][CH2:3][C@@H:2]([CH3:1])[C@@H:5]([O:13][Si:14]([C:17]([CH3:20])([CH3:19])[CH3:18])([CH3:16])[CH3:15])[C@@H:6]([CH3:12])[C@H:7]([OH:11])[CH:8]=[CH:9][CH3:10])=[CH:27][CH:28]=1.